This data is from Forward reaction prediction with 1.9M reactions from USPTO patents (1976-2016). The task is: Predict the product of the given reaction. Given the reactants Cl.[NH2:2][OH:3].C[O-].[Na+].CO.C[O:10][C:11](=O)[C@@H:12]([NH:16][C:17](=[O:39])[C:18]1[CH:23]=[CH:22][C:21]([S:24][CH2:25][C:26]2[CH:31]=[CH:30][C:29]([CH2:32][N:33]3[CH2:38][CH2:37][O:36][CH2:35][CH2:34]3)=[CH:28][CH:27]=2)=[CH:20][CH:19]=1)[C@H:13]([OH:15])[CH3:14].Cl, predict the reaction product. The product is: [OH:15][C@H:13]([CH3:14])[C@H:12]([NH:16][C:17](=[O:39])[C:18]1[CH:23]=[CH:22][C:21]([S:24][CH2:25][C:26]2[CH:27]=[CH:28][C:29]([CH2:32][N:33]3[CH2:34][CH2:35][O:36][CH2:37][CH2:38]3)=[CH:30][CH:31]=2)=[CH:20][CH:19]=1)[C:11](=[O:10])[NH:2][OH:3].